From a dataset of NCI-60 drug combinations with 297,098 pairs across 59 cell lines. Regression. Given two drug SMILES strings and cell line genomic features, predict the synergy score measuring deviation from expected non-interaction effect. (1) Drug 1: CN1C(=O)N2C=NC(=C2N=N1)C(=O)N. Drug 2: CN1C2=C(C=C(C=C2)N(CCCl)CCCl)N=C1CCCC(=O)O.Cl. Cell line: HT29. Synergy scores: CSS=7.10, Synergy_ZIP=6.79, Synergy_Bliss=5.54, Synergy_Loewe=1.29, Synergy_HSA=1.65. (2) Drug 1: CC(CN1CC(=O)NC(=O)C1)N2CC(=O)NC(=O)C2. Drug 2: CCN(CC)CCNC(=O)C1=C(NC(=C1C)C=C2C3=C(C=CC(=C3)F)NC2=O)C. Cell line: HCC-2998. Synergy scores: CSS=5.61, Synergy_ZIP=-0.979, Synergy_Bliss=0.0820, Synergy_Loewe=-1.57, Synergy_HSA=-1.83. (3) Drug 1: CC12CCC3C(C1CCC2=O)CC(=C)C4=CC(=O)C=CC34C. Drug 2: C1=NC2=C(N=C(N=C2N1C3C(C(C(O3)CO)O)F)Cl)N. Cell line: NCI-H226. Synergy scores: CSS=38.2, Synergy_ZIP=-7.69, Synergy_Bliss=1.31, Synergy_Loewe=-5.85, Synergy_HSA=2.23. (4) Drug 1: CC12CCC(CC1=CCC3C2CCC4(C3CC=C4C5=CN=CC=C5)C)O. Drug 2: CC1=C2C(C(=O)C3(C(CC4C(C3C(C(C2(C)C)(CC1OC(=O)C(C(C5=CC=CC=C5)NC(=O)OC(C)(C)C)O)O)OC(=O)C6=CC=CC=C6)(CO4)OC(=O)C)OC)C)OC. Cell line: BT-549. Synergy scores: CSS=59.5, Synergy_ZIP=5.95, Synergy_Bliss=8.89, Synergy_Loewe=-21.9, Synergy_HSA=8.87. (5) Drug 1: C1=CC(=CC=C1CCCC(=O)O)N(CCCl)CCCl. Drug 2: CCCCC(=O)OCC(=O)C1(CC(C2=C(C1)C(=C3C(=C2O)C(=O)C4=C(C3=O)C=CC=C4OC)O)OC5CC(C(C(O5)C)O)NC(=O)C(F)(F)F)O. Cell line: ACHN. Synergy scores: CSS=35.3, Synergy_ZIP=-3.49, Synergy_Bliss=-3.42, Synergy_Loewe=-3.93, Synergy_HSA=-2.10. (6) Drug 1: COC1=C2C(=CC3=C1OC=C3)C=CC(=O)O2. Drug 2: N.N.Cl[Pt+2]Cl. Cell line: NCIH23. Synergy scores: CSS=43.6, Synergy_ZIP=-0.322, Synergy_Bliss=-0.680, Synergy_Loewe=-14.6, Synergy_HSA=0.0835.